This data is from Reaction yield outcomes from USPTO patents with 853,638 reactions. The task is: Predict the reaction yield, written as a fraction of the theoretical maximum amount of product (1.0 means a 100% yield; for example, 0.34 means a 34% yield). The reactants are [Cl-].O[NH3+:3].[C:4](=[O:7])([O-])[OH:5].[Na+].CS(C)=O.[CH2:13]([C:17]1[N:18]=[C:19]([CH3:52])[N:20]([CH2:39][C:40]([CH3:51])([CH3:50])[CH2:41][O:42][Si](C(C)(C)C)(C)C)[C:21](=[O:38])[C:22]=1[CH2:23][C:24]1[CH:29]=[CH:28][C:27]([C:30]2[C:31]([C:36]#[N:37])=[CH:32][CH:33]=[CH:34][CH:35]=2)=[CH:26][CH:25]=1)[CH2:14][CH2:15][CH3:16]. The catalyst is C(OCC)(=O)C. The product is [CH2:13]([C:17]1[N:18]=[C:19]([CH3:52])[N:20]([CH2:39][C:40]([CH3:50])([CH3:51])[CH2:41][OH:42])[C:21](=[O:38])[C:22]=1[CH2:23][C:24]1[CH:29]=[CH:28][C:27]([C:30]2[CH:35]=[CH:34][CH:33]=[CH:32][C:31]=2[C:36]2[NH:3][C:4](=[O:7])[O:5][N:37]=2)=[CH:26][CH:25]=1)[CH2:14][CH2:15][CH3:16]. The yield is 0.480.